Dataset: Full USPTO retrosynthesis dataset with 1.9M reactions from patents (1976-2016). Task: Predict the reactants needed to synthesize the given product. (1) Given the product [F:27][C:28]([F:33])([F:32])[C:29]([Cl:46])=[N:37][C:36]1[CH:38]=[CH:39][CH:40]=[C:41]([N+:42]([O-:44])=[O:43])[C:35]=1[CH3:34], predict the reactants needed to synthesize it. The reactants are: C1(P(C2C=CC=CC=2)C2C=CC=CC=2)C=CC=CC=1.C(N(CC)CC)C.[F:27][C:28]([F:33])([F:32])[C:29](O)=O.[CH3:34][C:35]1[C:41]([N+:42]([O-:44])=[O:43])=[CH:40][CH:39]=[CH:38][C:36]=1[NH2:37].C(Cl)(Cl)(Cl)[Cl:46]. (2) Given the product [C:2]([O:5][C:6]([N:8]1[CH2:13][CH2:12][C:11]2[C:14]([C:18]#[N:19])=[C:15]([NH:17][C:20](=[O:27])[C:21]3[CH:26]=[CH:25][CH:24]=[CH:23][CH:22]=3)[S:16][C:10]=2[CH2:9]1)=[O:7])([CH3:1])([CH3:3])[CH3:4], predict the reactants needed to synthesize it. The reactants are: [CH3:1][C:2]([O:5][C:6]([N:8]1[CH2:13][CH2:12][C:11]2[C:14]([C:18]#[N:19])=[C:15]([NH2:17])[S:16][C:10]=2[CH2:9]1)=[O:7])([CH3:4])[CH3:3].[C:20](Cl)(=[O:27])[C:21]1[CH:26]=[CH:25][CH:24]=[CH:23][CH:22]=1. (3) Given the product [OH:1][C:2]1[C:11]([CH2:12][O:13][CH3:25])=[C:10]2[C:5]([C:6](=[O:24])[N:7]([C:17]3[CH:18]=[CH:19][C:20]([CH3:23])=[CH:21][CH:22]=3)[C:8]([CH:14]([CH3:16])[CH3:15])=[N:9]2)=[CH:4][CH:3]=1, predict the reactants needed to synthesize it. The reactants are: [OH:1][C:2]1[C:11]([CH2:12][OH:13])=[C:10]2[C:5]([C:6](=[O:24])[N:7]([C:17]3[CH:22]=[CH:21][C:20]([CH3:23])=[CH:19][CH:18]=3)[C:8]([CH:14]([CH3:16])[CH3:15])=[N:9]2)=[CH:4][CH:3]=1.[CH3:25]O.